From a dataset of Full USPTO retrosynthesis dataset with 1.9M reactions from patents (1976-2016). Predict the reactants needed to synthesize the given product. (1) Given the product [C:1]([C:4]1[N:5]([CH2:22][C:23]2[CH:28]=[CH:27][C:26]([CH2:29][S:31][CH3:32])=[CH:25][CH:24]=2)[C:6](=[O:21])[C:7]2[C:12]([C:13]=1[C:14]1[CH:19]=[CH:18][CH:17]=[CH:16][CH:15]=1)=[CH:11][C:10]([Br:20])=[CH:9][CH:8]=2)(=[O:3])[CH3:2], predict the reactants needed to synthesize it. The reactants are: [C:1]([C:4]1[N:5]([CH2:22][C:23]2[CH:28]=[CH:27][C:26]([CH2:29]O)=[CH:25][CH:24]=2)[C:6](=[O:21])[C:7]2[C:12]([C:13]=1[C:14]1[CH:19]=[CH:18][CH:17]=[CH:16][CH:15]=1)=[CH:11][C:10]([Br:20])=[CH:9][CH:8]=2)(=[O:3])[CH3:2].[S:31]([O-])(=O)(=O)[CH3:32].C[S-].[Na+]. (2) The reactants are: [CH3:1][C:2]1[C:7]([CH3:8])=[CH:6][CH:5]=[CH:4][C:3]=1[CH2:9][C:10]#[N:11].[H][H]. Given the product [CH3:1][C:2]1[C:7]([CH3:8])=[CH:6][CH:5]=[CH:4][C:3]=1[CH2:9][CH2:10][NH2:11], predict the reactants needed to synthesize it. (3) Given the product [Cl:1][C:2]1[CH:3]=[C:4]2[C:9](=[CH:10][C:11]=1[O:12][C:13]1[CH:14]=[CH:15][C:16]([C:17](=[O:19])[NH:59][CH2:51][CH2:52][C:53]3[CH:58]=[CH:57][CH:56]=[CH:55][CH:54]=3)=[CH:20][CH:21]=1)[O:8][CH2:7][CH2:6][CH:5]2[C:22]([O:24][CH2:25][CH3:26])=[O:23], predict the reactants needed to synthesize it. The reactants are: [Cl:1][C:2]1[CH:3]=[C:4]2[C:9](=[CH:10][C:11]=1[O:12][C:13]1[CH:21]=[CH:20][C:16]([C:17]([OH:19])=O)=[CH:15][CH:14]=1)[O:8][CH2:7][CH2:6][CH:5]2[C:22]([O:24][CH2:25][CH3:26])=[O:23].F[P-](F)(F)(F)(F)F.N1(OC(N(C)C)=[N+](C)C)C2N=CC=CC=2N=N1.[CH2:51]([NH2:59])[CH2:52][C:53]1[CH:58]=[CH:57][CH:56]=[CH:55][CH:54]=1.C(N(CC)C(C)C)(C)C. (4) Given the product [OH:28][CH2:26][CH2:27][N+:7]([CH3:8])([CH3:3])[CH3:6].[NH:7]([CH2:3][CH3:1])[CH2:6][CH3:5], predict the reactants needed to synthesize it. The reactants are: [C:1]([C:3]1[N:7]([CH3:8])[C:6](C2C=C3C(=CC=2)NC(=NC#N)C23CCCCC2)=[CH:5]C=1)#N.[CH2:26]([OH:28])[CH3:27].